From a dataset of Reaction yield outcomes from USPTO patents with 853,638 reactions. Predict the reaction yield, written as a fraction of the theoretical maximum amount of product (1.0 means a 100% yield; for example, 0.34 means a 34% yield). (1) The reactants are C[O:2][C:3]([C@@H:5]([NH:26][C:27](=[O:33])[O:28][C:29]([CH3:32])([CH3:31])[CH3:30])[CH2:6][C@H:7]([CH2:11][C:12]1[CH:17]=[CH:16][C:15]([O:18][CH3:19])=[C:14]([O:20][CH2:21][CH2:22][CH2:23][O:24][CH3:25])[CH:13]=1)[CH:8]([CH3:10])[CH3:9])=O.[Li+].[BH4-]. The product is [CH3:25][O:24][CH2:23][CH2:22][CH2:21][O:20][C:14]1[CH:13]=[C:12]([CH:17]=[CH:16][C:15]=1[O:18][CH3:19])[CH2:11][C@H:7]([CH:8]([CH3:10])[CH3:9])[CH2:6][C@H:5]([NH:26][C:27](=[O:33])[O:28][C:29]([CH3:32])([CH3:31])[CH3:30])[CH2:3][OH:2]. The yield is 1.00. The catalyst is C1COCC1.C(OCC)(=O)C. (2) The reactants are [S:1]1[CH:5]=[C:4]([C@H:6]([NH:18][C:19]2[CH:24]=[CH:23][CH:22]=[CH:21][CH:20]=2)[C:7]([O:9][C@@H:10]2[CH:15]3[CH2:16][CH2:17][N:12]([CH2:13][CH2:14]3)[CH2:11]2)=[O:8])[C:3]2[CH:25]=[CH:26][CH:27]=[CH:28][C:2]1=2.[Cl:29][CH2:30][C:31]([C:33]1[S:34][CH:35]=[CH:36][CH:37]=1)=[O:32].C(OCC)C. The catalyst is C(OCC)(=O)C. The product is [Cl-:29].[S:1]1[CH:5]=[C:4]([C@H:6]([NH:18][C:19]2[CH:24]=[CH:23][CH:22]=[CH:21][CH:20]=2)[C:7]([O:9][C@@H:10]2[CH:15]3[CH2:16][CH2:17][N+:12]([CH2:30][C:31](=[O:32])[C:33]4[S:34][CH:35]=[CH:36][CH:37]=4)([CH2:13][CH2:14]3)[CH2:11]2)=[O:8])[C:3]2[CH:25]=[CH:26][CH:27]=[CH:28][C:2]1=2. The yield is 0.860. (3) The reactants are Br[C:2]1[CH:3]=[CH:4][C:5]([CH2:10][N:11]2[CH2:16][CH2:15][O:14][CH2:13][CH2:12]2)=[C:6]([CH:9]=1)[C:7]#[N:8].[CH3:17][C:18]1[CH:23]=[C:22]([CH3:24])[NH:21][C:20](=[O:25])[C:19]=1[CH2:26][NH:27][C:28](=[O:54])[C:29]1[CH:34]=[C:33](B2OC(C)(C)C(C)(C)O2)[CH:32]=[C:31]([N:44]([CH2:51][CH3:52])[CH:45]2[CH2:50][CH2:49][O:48][CH2:47][CH2:46]2)[C:30]=1[CH3:53].C([O-])([O-])=O.[Na+].[Na+]. The catalyst is O1CCOCC1.O.C1C=CC([P]([Pd]([P](C2C=CC=CC=2)(C2C=CC=CC=2)C2C=CC=CC=2)([P](C2C=CC=CC=2)(C2C=CC=CC=2)C2C=CC=CC=2)[P](C2C=CC=CC=2)(C2C=CC=CC=2)C2C=CC=CC=2)(C2C=CC=CC=2)C2C=CC=CC=2)=CC=1. The product is [C:7]([C:6]1[CH:9]=[C:2]([C:33]2[CH:32]=[C:31]([N:44]([CH2:51][CH3:52])[CH:45]3[CH2:50][CH2:49][O:48][CH2:47][CH2:46]3)[C:30]([CH3:53])=[C:29]([C:28]([NH:27][CH2:26][C:19]3[C:20](=[O:25])[NH:21][C:22]([CH3:24])=[CH:23][C:18]=3[CH3:17])=[O:54])[CH:34]=2)[CH:3]=[CH:4][C:5]=1[CH2:10][N:11]1[CH2:16][CH2:15][O:14][CH2:13][CH2:12]1)#[N:8]. The yield is 0.0600. (4) The product is [CH3:18][N:17]([CH3:19])[CH2:16][CH2:15][N:14]1[CH2:13][CH2:12][C:7]2[NH:8][CH:9]=[C:10]([CH3:11])[C:6]=2[C:4]1=[O:3]. The yield is 0.970. The reactants are C([O:3][C:4]([C:6]1[C:10]([CH3:11])=[CH:9][NH:8][C:7]=1[CH2:12][CH2:13][NH:14][CH2:15][CH2:16][N:17]([CH3:19])[CH3:18])=O)C.C[Al](C)C.Cl.[OH-].[Na+]. The catalyst is C1(C)C=CC=CC=1.O. (5) The reactants are Br[C:2]1[C:11]2[O:10][C@@H:9]([CH3:12])[CH2:8][N:7]([C:13]([O:15][C:16]([CH3:19])([CH3:18])[CH3:17])=[O:14])[CH2:6][C:5]=2[S:4][CH:3]=1.[CH:20](/B(O)O)=[CH:21]/[CH3:22].C(=O)([O-])[O-].[K+].[K+].O. The catalyst is COCCOC.O.Cl[Pd](Cl)([P](C1C=CC=CC=1)(C1C=CC=CC=1)C1C=CC=CC=1)[P](C1C=CC=CC=1)(C1C=CC=CC=1)C1C=CC=CC=1. The product is [CH3:12][C@H:9]1[CH2:8][N:7]([C:13]([O:15][C:16]([CH3:19])([CH3:18])[CH3:17])=[O:14])[CH2:6][C:5]2[S:4][CH:3]=[C:2](/[CH:20]=[CH:21]\[CH3:22])[C:11]=2[O:10]1. The yield is 0.750. (6) The reactants are [N:1]1[CH:6]=[CH:5][C:4]([C:7]2[CH:12]=[CH:11][C:10]([C:13]3[O:14][C:15]4[C:21]([C:22]([NH2:24])=[O:23])=[CH:20][CH:19]=[CH:18][C:16]=4[N:17]=3)=[CH:9][CH:8]=2)=[CH:3][CH:2]=1.[H][H].Cl. The catalyst is CO.O.[Pt](=O)=O. The product is [NH:1]1[CH2:6][CH2:5][CH:4]([C:7]2[CH:12]=[CH:11][C:10]([C:13]3[O:14][C:15]4[C:21]([C:22]([NH2:24])=[O:23])=[CH:20][CH:19]=[CH:18][C:16]=4[N:17]=3)=[CH:9][CH:8]=2)[CH2:3][CH2:2]1. The yield is 0.0300. (7) The reactants are C[O:2][C:3](=[O:32])[C@H:4]([NH:12][C:13]([O:15][CH2:16][C:17]1[CH:18]=[CH:19][C:20]2[O:24][C:23]([C:25]3[CH:30]=[CH:29][CH:28]=[CH:27][CH:26]=3)=[N:22][C:21]=2[CH:31]=1)=[O:14])[CH2:5][C:6]1[CH:11]=[CH:10][CH:9]=[CH:8][CH:7]=1.O.[OH-].[Li+].Cl. The catalyst is O1CCOCC1.O. The product is [C:25]1([C:23]2[O:24][C:20]3[CH:19]=[CH:18][C:17]([CH2:16][O:15][C:13]([NH:12][C@H:4]([CH2:5][C:6]4[CH:7]=[CH:8][CH:9]=[CH:10][CH:11]=4)[C:3]([OH:32])=[O:2])=[O:14])=[CH:31][C:21]=3[N:22]=2)[CH:26]=[CH:27][CH:28]=[CH:29][CH:30]=1. The yield is 0.600. (8) The reactants are [CH3:1][C:2]1([CH3:8])[CH2:7][NH:6][CH2:5][CH2:4][NH:3]1.Cl[C:10]1[N:11]=[CH:12][C:13]([C:16]([NH:18][C:19]2[NH:20][N:21]=[C:22]([CH2:24][CH2:25][C:26]3[CH:31]=[C:30]([O:32][CH3:33])[CH:29]=[C:28]([O:34][CH3:35])[CH:27]=3)[CH:23]=2)=[O:17])=[N:14][CH:15]=1. The catalyst is CS(C)=O. The product is [CH3:33][O:32][C:30]1[CH:31]=[C:26]([CH2:25][CH2:24][C:22]2[CH:23]=[C:19]([NH:18][C:16]([C:13]3[CH:12]=[N:11][C:10]([N:6]4[CH2:5][CH2:4][NH:3][C:2]([CH3:8])([CH3:1])[CH2:7]4)=[CH:15][N:14]=3)=[O:17])[NH:20][N:21]=2)[CH:27]=[C:28]([O:34][CH3:35])[CH:29]=1. The yield is 0.470. (9) The reactants are [NH2:1][C:2]1[CH:10]=[CH:9][CH:8]=[C:7]2[C:3]=1[C:4](=[O:20])[N:5]([CH:12]1[CH2:17][CH2:16][C:15](=[O:18])[NH:14][C:13]1=[O:19])[C:6]2=[O:11].Cl.[C:22](Cl)(=[O:29])[C:23]1[CH:28]=[CH:27][CH:26]=[N:25][CH:24]=1. The catalyst is O1CCCC1.O.CCOCC. The product is [O:19]=[C:13]1[CH:12]([N:5]2[C:4](=[O:20])[C:3]3[C:7](=[CH:8][CH:9]=[CH:10][C:2]=3[NH:1][C:22]([C:23]3[CH:24]=[N:25][CH:26]=[CH:27][CH:28]=3)=[O:29])[C:6]2=[O:11])[CH2:17][CH2:16][C:15](=[O:18])[NH:14]1. The yield is 0.790. (10) The yield is 0.880. The catalyst is C(Cl)Cl.CN(C)C1C=CN=CC=1. The reactants are [Cl:1][C:2]1[CH:15]=[CH:14][C:13]([I:16])=[CH:12][C:3]=1[CH2:4][C:5]1[CH:10]=[CH:9][C:8]([OH:11])=[CH:7][CH:6]=1.C(N(CC)CC)C.[Cl-].[C:25]([SiH:29]([CH3:31])[CH3:30])([CH3:28])([CH3:27])[CH3:26].O. The product is [Cl:1][C:2]1[CH:15]=[CH:14][C:13]([I:16])=[CH:12][C:3]=1[CH2:4][C:5]1[CH:6]=[CH:7][C:8]([O:11][Si:29]([C:25]([CH3:28])([CH3:27])[CH3:26])([CH3:31])[CH3:30])=[CH:9][CH:10]=1.